From a dataset of Forward reaction prediction with 1.9M reactions from USPTO patents (1976-2016). Predict the product of the given reaction. (1) Given the reactants [I:1][C:2]1[C:10]2[C:5](=[CH:6][N:7]=[C:8]([CH3:11])[CH:9]=2)[NH:4][N:3]=1.C(=O)([O-])[O-].[K+].[K+].Br[CH2:19][C:20]([O:22][C:23]([CH3:26])([CH3:25])[CH3:24])=[O:21], predict the reaction product. The product is: [I:1][C:2]1[C:10]2[C:5](=[CH:6][N:7]=[C:8]([CH3:11])[CH:9]=2)[N:4]([CH2:19][C:20]([O:22][C:23]([CH3:26])([CH3:25])[CH3:24])=[O:21])[N:3]=1. (2) Given the reactants C(OC([NH:8][CH2:9][CH2:10][CH2:11][C@H:12]([NH:16][C:17]([C:19]1[C:20](=[O:33])[N:21]([CH2:25][C:26]2[CH:31]=[CH:30][CH:29]=[C:28]([I:32])[CH:27]=2)[CH:22]=[CH:23][CH:24]=1)=[O:18])[C:13]([OH:15])=[O:14])=O)(C)(C)C.[C:34]([OH:40])([C:36]([F:39])([F:38])[F:37])=[O:35], predict the reaction product. The product is: [NH2:8][CH2:9][CH2:10][CH2:11][C@H:12]([NH:16][C:17]([C:19]1[C:20](=[O:33])[N:21]([CH2:25][C:26]2[CH:31]=[CH:30][CH:29]=[C:28]([I:32])[CH:27]=2)[CH:22]=[CH:23][CH:24]=1)=[O:18])[C:13]([OH:15])=[O:14].[C:34]([OH:40])([C:36]([F:39])([F:38])[F:37])=[O:35]. (3) Given the reactants C([Li])CCC.[Br:6][C:7]1[CH:12]=[CH:11][C:10](Br)=[CH:9][N:8]=1.[CH3:14][C:15]([CH3:17])=[O:16].[Cl-].[NH4+], predict the reaction product. The product is: [Br:6][C:7]1[N:8]=[CH:9][C:10]([C:15]([OH:16])([CH3:17])[CH3:14])=[CH:11][CH:12]=1. (4) Given the reactants [C:1]([O:7][CH2:8][CH3:9])(=[O:6])[CH2:2][C:3]([CH3:5])=[O:4].[O-]CC.[Na+].Br[CH2:15][C:16]([C:18]1[CH:23]=[CH:22][C:21]([Cl:24])=[CH:20][C:19]=1[Cl:25])=[O:17], predict the reaction product. The product is: [C:3]([CH:2]([CH2:15][C:16](=[O:17])[C:18]1[CH:23]=[CH:22][C:21]([Cl:24])=[CH:20][C:19]=1[Cl:25])[C:1]([O:7][CH2:8][CH3:9])=[O:6])(=[O:4])[CH3:5]. (5) The product is: [Br:1][C:2]1[C:6]2=[C:7]3[C:12](=[CH:13][CH:14]=[C:5]2[S:4][C:3]=1[CH:15]([O:20][C:6]([CH3:7])([CH3:2])[CH3:5])[C:16]([O:18][CH3:19])=[O:17])[N:11]=[CH:10][CH:9]=[CH:8]3. Given the reactants [Br:1][C:2]1[C:6]2=[C:7]3[C:12](=[CH:13][CH:14]=[C:5]2[S:4][C:3]=1[CH:15]([OH:20])[C:16]([O:18][CH3:19])=[O:17])[N:11]=[CH:10][CH:9]=[CH:8]3.Cl(O)(=O)(=O)=O.C(=O)(O)[O-].[Na+], predict the reaction product. (6) Given the reactants [CH:1]1[C:14]2[C:5](=[CH:6][C:7]3[C:12]([C:13]=2[CH2:15][C:16]#[N:17])=[CH:11][CH:10]=[CH:9][CH:8]=3)[CH:4]=[CH:3][CH:2]=1.[NH4+].[OH-].N, predict the reaction product. The product is: [CH:11]1[C:12]2[C:7](=[CH:6][C:5]3[C:14]([C:13]=2[CH2:15][CH2:16][NH2:17])=[CH:1][CH:2]=[CH:3][CH:4]=3)[CH:8]=[CH:9][CH:10]=1. (7) The product is: [OH:11][CH:10]([CH2:9][CH2:8][O:1][C:2]1[CH:7]=[CH:6][CH:5]=[CH:4][CH:3]=1)[CH2:13][C:14]([OH:16])=[O:15]. Given the reactants [O:1]([CH2:8][CH2:9][CH:10]=[O:11])[C:2]1[CH:7]=[CH:6][CH:5]=[CH:4][CH:3]=1.Br[CH2:13][C:14]([O:16]CC)=[O:15], predict the reaction product.